This data is from Reaction yield outcomes from USPTO patents with 853,638 reactions. The task is: Predict the reaction yield, written as a fraction of the theoretical maximum amount of product (1.0 means a 100% yield; for example, 0.34 means a 34% yield). (1) The reactants are [Cl:1][C:2]1[CH:7]=[CH:6][CH:5]=[CH:4][C:3]=1[N:8]1[C:17]2[C:12](=[C:13]([C:20]3[CH:25]=[CH:24][CH:23]=[CH:22][C:21]=3[Cl:26])[CH:14]=[C:15]([O:18][CH3:19])[CH:16]=2)[CH2:11][CH2:10][C:9]1=[O:27]. The catalyst is ClC1C=CC=CC=1.[O-2].[O-2].[Mn+4]. The product is [Cl:1][C:2]1[CH:7]=[CH:6][CH:5]=[CH:4][C:3]=1[N:8]1[C:17]2[C:12](=[C:13]([C:20]3[CH:25]=[CH:24][CH:23]=[CH:22][C:21]=3[Cl:26])[CH:14]=[C:15]([O:18][CH3:19])[CH:16]=2)[CH:11]=[CH:10][C:9]1=[O:27]. The yield is 0.970. (2) The reactants are [CH3:1][N:2]1[C:10]2[CH:5]([C:6]([CH3:12])([CH3:11])[CH2:7][CH2:8][CH:9]=2)[CH2:4][C:3]1=[O:13]. The catalyst is CO.[Pd]. The product is [CH3:1][N:2]1[C@H:10]2[C@H:5]([C:6]([CH3:11])([CH3:12])[CH2:7][CH2:8][CH2:9]2)[CH2:4][C:3]1=[O:13]. The yield is 0.890. (3) The reactants are [OH:1][C@@H:2]1[C@H:6]([OH:7])[C@@H:5]([CH2:8][OH:9])[O:4][C@H:3]1[N:10]1[CH:18]=[N:17][C:16]2[C:11]1=[N:12][C:13]([NH:20][C:21](=[O:30])[C:22]1[CH:27]=[CH:26][CH:25]=[CH:24][C:23]=1[O:28][CH3:29])=[N:14][C:15]=2[OH:19].O=P(Cl)(Cl)Cl.[P:36](OCC)([O:41]CC)([O:38]CC)=[O:37].C([O-])(O)=O.[Na+:51]. No catalyst specified. The product is [P:36]([O-:41])([O-:38])([O:9][CH2:8][C@@H:5]1[C@@H:6]([OH:7])[C@@H:2]([OH:1])[C@H:3]([N:10]2[CH:18]=[N:17][C:16]3[C:11]2=[N:12][C:13]([NH:20][C:21](=[O:30])[C:22]2[CH:27]=[CH:26][CH:25]=[CH:24][C:23]=2[O:28][CH3:29])=[N:14][C:15]=3[OH:19])[O:4]1)=[O:37].[Na+:51].[Na+:51]. The yield is 0.200. (4) The reactants are [Br:1][C:2]1[CH:3]=[N:4][CH:5]=[C:6]([CH:17]=1)[C:7]([NH:9][C:10]1[CH:15]=[CH:14][CH:13]=[CH:12][C:11]=1Br)=[O:8].C([O-])([O-])=O.[Cs+].[Cs+].N1C2C(=CC=C3C=2N=CC=C3)C=CC=1.C(OCC)(=O)C. The catalyst is O1CCOCC1.[Cu]I. The product is [Br:1][C:2]1[CH:17]=[C:6]([C:7]2[O:8][C:11]3[CH:12]=[CH:13][CH:14]=[CH:15][C:10]=3[N:9]=2)[CH:5]=[N:4][CH:3]=1. The yield is 0.750. (5) The reactants are [N:1]([C@H:4]1[CH2:9][C@@H:8]([F:10])[CH2:7][N:6]([C:11]([O:13][CH2:14][C:15]2[CH:20]=[CH:19][CH:18]=[CH:17][CH:16]=2)=[O:12])[CH2:5]1)=[N+]=[N-].CP(C)C.[C:25](O[C:25]([O:27][C:28]([CH3:31])([CH3:30])[CH3:29])=[O:26])([O:27][C:28]([CH3:31])([CH3:30])[CH3:29])=[O:26]. The catalyst is N1C=CC=CC=1.[OH-].[NH4+].C(O)C.C1COCC1.CCOC(C)=O. The product is [C:28]([O:27][C:25]([NH:1][C@H:4]1[CH2:9][C@@H:8]([F:10])[CH2:7][N:6]([C:11]([O:13][CH2:14][C:15]2[CH:20]=[CH:19][CH:18]=[CH:17][CH:16]=2)=[O:12])[CH2:5]1)=[O:26])([CH3:31])([CH3:30])[CH3:29]. The yield is 0.950. (6) The reactants are [Cl:1][CH2:2][C:3](=[O:12])[CH2:4][C:5]([O:7][CH2:8][C:9](=[CH2:11])[CH3:10])=[O:6].C(OCC)(OCC)O[CH2:15][CH3:16].O=P12OP3(OP(OP(O3)(O1)=O)(=O)O2)=O. The catalyst is S(=O)(=O)(O)O.C(Cl)(Cl)Cl. The product is [Cl:1][CH2:2]/[C:3](/[O:12][CH2:15][CH3:16])=[CH:4]\[C:5]([O:7][CH2:8][C:9](=[CH2:10])[CH3:11])=[O:6]. The yield is 0.630.